Task: Binary Classification. Given a drug SMILES string, predict its activity (active/inactive) in a high-throughput screening assay against a specified biological target.. Dataset: HIV replication inhibition screening data with 41,000+ compounds from the AIDS Antiviral Screen (1) The molecule is c1ccc(OCCSCCCCCCCCCCSCCOc2ccccc2)cc1. The result is 0 (inactive). (2) The compound is Br.CC12CC(c3ccccc3O1)N1Cc3ccccc3CSC1=N2. The result is 0 (inactive). (3) The compound is c1ccc(SC2CCC3CCCCC3O2)cc1. The result is 0 (inactive). (4) The drug is COc1ccc2c(c1)c1c(n2CCN2CCCCC2)-c2ccccc2CC1. The result is 0 (inactive). (5) The molecule is O=C1C(O)C2CCCCC23CCCN13. The result is 0 (inactive).